This data is from Forward reaction prediction with 1.9M reactions from USPTO patents (1976-2016). The task is: Predict the product of the given reaction. (1) Given the reactants [CH3:1][O:2][C:3]1[CH:4]=[C:5]([NH:11][C:12](SC)=[C:13]2[C:18](=[O:19])[O:17][C:16]([CH3:21])([CH3:20])[O:15][C:14]2=[O:22])[CH:6]=[CH:7][C:8]=1[O:9][CH3:10].[OH-].[NH4+:26], predict the reaction product. The product is: [NH2:26][C:12]([NH:11][C:5]1[CH:6]=[CH:7][C:8]([O:9][CH3:10])=[C:3]([O:2][CH3:1])[CH:4]=1)=[C:13]1[C:18](=[O:19])[O:17][C:16]([CH3:21])([CH3:20])[O:15][C:14]1=[O:22]. (2) Given the reactants [CH:1]1([C:4]2[CH:5]=[CH:6][C:7]([O:10][C:11]3[CH:12]=[C:13]([CH:28]=[CH:29][CH:30]=3)[CH:14]=[C:15]3[CH2:20][CH2:19][N:18](C(OC(C)(C)C)=O)[CH2:17][CH2:16]3)=[N:8][CH:9]=2)[CH2:3][CH2:2]1.[F:31][C:32]([F:37])([F:36])[C:33]([OH:35])=[O:34], predict the reaction product. The product is: [F:31][C:32]([F:37])([F:36])[C:33]([OH:35])=[O:34].[CH:1]1([C:4]2[CH:5]=[CH:6][C:7]([O:10][C:11]3[CH:30]=[CH:29][CH:28]=[C:13]([CH:14]=[C:15]4[CH2:20][CH2:19][NH:18][CH2:17][CH2:16]4)[CH:12]=3)=[N:8][CH:9]=2)[CH2:3][CH2:2]1. (3) Given the reactants [OH:1][C:2]1[CH:3]=[C:4]2[C:9](=[CH:10][CH:11]=1)[CH:8]([C:12]([O:14][CH3:15])=[O:13])[N:7]([S:16]([C:19]1[CH:24]=[CH:23][C:22]([O:25][C:26]3[CH:31]=[CH:30][C:29]([O:32][CH3:33])=[CH:28][CH:27]=3)=[CH:21][CH:20]=1)(=[O:18])=[O:17])[CH2:6][CH2:5]2.[CH2:34]([N:36]([CH2:40][CH3:41])[CH2:37][CH2:38]O)[CH3:35].FC1C=CC(OC2C=CC(S(N3CCC4C(=CC=C(OCCCN5CCN(C)CC5)C=4)C3C(OC)=O)(=O)=O)=CC=2)=CC=1, predict the reaction product. The product is: [CH2:34]([N:36]([CH2:40][CH3:41])[CH2:37][CH2:38][O:1][C:2]1[CH:3]=[C:4]2[C:9](=[CH:10][CH:11]=1)[CH:8]([C:12]([O:14][CH3:15])=[O:13])[N:7]([S:16]([C:19]1[CH:24]=[CH:23][C:22]([O:25][C:26]3[CH:27]=[CH:28][C:29]([O:32][CH3:33])=[CH:30][CH:31]=3)=[CH:21][CH:20]=1)(=[O:17])=[O:18])[CH2:6][CH2:5]2)[CH3:35]. (4) Given the reactants [C:1]1([CH3:7])[CH:6]=[CH:5][CH:4]=[CH:3][CH:2]=1.[OH:8]N1C(=O)N(O)C(=O)N(O)C1=O.[C:20]([OH:23])(=[O:22])[CH3:21].O=O, predict the reaction product. The product is: [C:20]([OH:23])(=[O:22])[C:21]1[CH:5]=[CH:6][CH:1]=[CH:2][CH:3]=1.[CH:7](=[O:8])[C:1]1[CH:6]=[CH:5][CH:4]=[CH:3][CH:2]=1. (5) Given the reactants [Cu][C:2]#[N:3].[Cl:4][C:5]1[CH:10]=[CH:9][C:8]([N:11]=[N:12][C:13]2[CH:18]=[C:17]([F:19])[C:16]([F:20])=[CH:15][C:14]=2I)=[CH:7][CH:6]=1, predict the reaction product. The product is: [Cl:4][C:5]1[CH:10]=[CH:9][C:8]([N:11]=[N:12][C:13]2[CH:18]=[C:17]([F:19])[C:16]([F:20])=[CH:15][C:14]=2[C:2]#[N:3])=[CH:7][CH:6]=1. (6) Given the reactants [CH3:1][N:2]1[CH2:7][CH2:6][CH:5]([CH2:8][O:9][C:10]2[CH:11]=[C:12]3[N:21]=[CH:20][N:19]=[C:18]([NH:22][C:23]4[CH:24]=[CH:25][C:26]([Br:30])=[CH:27][C:28]=4[F:29])[C:13]3=[CH:14][C:15]=2[O:16][CH3:17])[CH2:4][CH2:3]1.[CH3:31][CH2:32][C:33]1[C:42]2[CH2:43][N:44]3[C:49](=[O:50])[C:48]4[CH2:51][O:52][C:53]([C@:55]([OH:58])([CH2:56][CH3:57])[C:47]=4[CH:46]=[C:45]3[C:41]=2[N:40]=[C:39]2[C:34]=1[CH:35]=[C:36]([O:59][C:60]([N:62]1[CH2:67][CH2:66][CH:65]([N:68]3[CH2:73][CH2:72][CH2:71][CH2:70][CH2:69]3)[CH2:64][CH2:63]1)=[O:61])[CH:37]=[CH:38]2)=[O:54], predict the reaction product. The product is: [CH3:31][CH2:32][C:33]1[C:42]2[CH2:43][N:44]3[C:49](=[O:50])[C:48]4[CH2:51][O:52][C:53]([C@:55]([OH:58])([CH2:56][CH3:57])[C:47]=4[CH:46]=[C:45]3[C:41]=2[N:40]=[C:39]2[C:34]=1[CH:35]=[C:36]([O:59][C:60]([N:62]1[CH2:63][CH2:64][CH:65]([N:68]3[CH2:73][CH2:72][CH2:71][CH2:70][CH2:69]3)[CH2:66][CH2:67]1)=[O:61])[CH:37]=[CH:38]2)=[O:54].[CH3:1][N:2]1[CH2:7][CH2:6][CH:5]([CH2:8][O:9][C:10]2[CH:11]=[C:12]3[N:21]=[CH:20][N:19]=[C:18]([NH:22][C:23]4[CH:24]=[CH:25][C:26]([Br:30])=[CH:27][C:28]=4[F:29])[C:13]3=[CH:14][C:15]=2[O:16][CH3:17])[CH2:4][CH2:3]1. (7) Given the reactants [Cl:1][C:2]1[C:6]([S:7]([CH3:10])(=[O:9])=[O:8])=[CH:5][S:4][C:3]=1[C:11]([NH:13][CH2:14][C:15]1[CH2:20][C@@H:19]([N+:21]([O-])=O)[C@H:18]([C:24]2[CH:29]=[CH:28][C:27]([Cl:30])=[CH:26][C:25]=2[Cl:31])[CH2:17][CH:16]=1)=[O:12], predict the reaction product. The product is: [NH2:21][C@@H:19]1[CH2:20][C:15]([CH2:14][NH:13][C:11]([C:3]2[S:4][CH:5]=[C:6]([S:7]([CH3:10])(=[O:9])=[O:8])[C:2]=2[Cl:1])=[O:12])=[CH:16][CH2:17][C@H:18]1[C:24]1[CH:29]=[CH:28][C:27]([Cl:30])=[CH:26][C:25]=1[Cl:31]. (8) Given the reactants [CH3:1][S:2]([CH2:5][C:6]1[N:11]=[CH:10][C:9]([O:12][C:13]2[CH:14]=[C:15]3[C:19](=[C:20]([O:22][CH:23]4[CH2:28][CH2:27][O:26][CH2:25][CH2:24]4)[CH:21]=2)[NH:18][C:17]([C:29]([NH2:31])=O)=[CH:16]3)=[CH:8][CH:7]=1)(=[O:4])=[O:3].COC1C=CC(P2(SP(C3C=CC(OC)=CC=3)(=S)S2)=[S:41])=CC=1.C(OCC)(=O)C.CCCCCC, predict the reaction product. The product is: [CH3:1][S:2]([CH2:5][C:6]1[N:11]=[CH:10][C:9]([O:12][C:13]2[CH:14]=[C:15]3[C:19](=[C:20]([O:22][CH:23]4[CH2:24][CH2:25][O:26][CH2:27][CH2:28]4)[CH:21]=2)[NH:18][C:17]([C:29](=[S:41])[NH2:31])=[CH:16]3)=[CH:8][CH:7]=1)(=[O:4])=[O:3]. (9) Given the reactants C([O:9][CH:10]1[CH2:15][CH2:14][C:13]([F:17])([F:16])[CH2:12][CH2:11]1)(=O)C1C=CC=CC=1.[OH-].[Na+].C(O)C.C(OCC)(=O)C, predict the reaction product. The product is: [F:16][C:13]1([F:17])[CH2:14][CH2:15][CH:10]([OH:9])[CH2:11][CH2:12]1. (10) The product is: [C:1]([O:5][C:6]([N:8]1[CH2:12][CH2:11][CH2:10][C@H:9]1[C:13]1[CH:14]=[CH:15][N:27]([C:21]2[CH:26]=[CH:25][CH:24]=[CH:23][CH:22]=2)[N:28]=1)=[O:7])([CH3:4])([CH3:3])[CH3:2]. Given the reactants [C:1]([O:5][C:6]([N:8]1[CH2:12][CH2:11][CH2:10][C@H:9]1[C:13](=O)[C:14]#[C:15][Si](C)(C)C)=[O:7])([CH3:4])([CH3:3])[CH3:2].[C:21]1([NH:27][NH2:28])[CH:26]=[CH:25][CH:24]=[CH:23][CH:22]=1.C(=O)([O-])[O-].[Na+].[Na+], predict the reaction product.